This data is from Full USPTO retrosynthesis dataset with 1.9M reactions from patents (1976-2016). The task is: Predict the reactants needed to synthesize the given product. (1) The reactants are: C[O:2][C:3](=[O:24])[C:4]1[C:5](=[C:10]([NH:14][CH2:15][C:16]2[O:17][C:18]([C:21]([OH:23])=[O:22])=[CH:19][CH:20]=2)[CH:11]=[CH:12][CH:13]=1)[C:6]([O:8]C)=[O:7].COCCNC1C=CC=C(C(O)=O)C=1C(O)=O. Given the product [C:21]([C:18]1[O:17][C:16]([CH2:15][NH:14][C:10]2[CH:11]=[CH:12][CH:13]=[C:4]([C:3]([OH:24])=[O:2])[C:5]=2[C:6]([OH:8])=[O:7])=[CH:20][CH:19]=1)([OH:23])=[O:22], predict the reactants needed to synthesize it. (2) The reactants are: [CH3:1][O:2][C:3]([C:5]1[C:10]([Br:11])=[C:9]([NH2:12])[CH:8]=[C:7]([Cl:13])[N:6]=1)=[O:4].[B-](F)(F)(F)[F:15].[B-](F)(F)(F)F.C1[N+]2(CCl)CC[N+](F)(CC2)C1.O. Given the product [CH3:1][O:2][C:3]([C:5]1[C:10]([Br:11])=[C:9]([NH2:12])[C:8]([F:15])=[C:7]([Cl:13])[N:6]=1)=[O:4], predict the reactants needed to synthesize it. (3) Given the product [F:26][C:23]1[CH:24]=[CH:25][C:20]([C:9]2[CH2:10][CH2:11][CH2:12][C:13]3[CH:18]=[C:17]([OH:19])[CH:16]=[CH:15][C:14]=3[C:8]=2[CH2:7][CH2:6][CH2:5][CH2:4][CH2:3][CH2:2][N:29]([CH3:28])[CH2:30][CH2:31][CH2:32][CH2:33][CH2:34][CH2:35][S:36]([CH2:39][CH2:40][CH2:41][C:42]([F:48])([F:47])[C:43]([F:44])([F:45])[F:46])(=[O:38])=[O:37])=[CH:21][C:22]=1[OH:27], predict the reactants needed to synthesize it. The reactants are: Br[CH2:2][CH2:3][CH2:4][CH2:5][CH2:6][CH2:7][C:8]1[C:14]2[CH:15]=[CH:16][C:17]([OH:19])=[CH:18][C:13]=2[CH2:12][CH2:11][CH2:10][C:9]=1[C:20]1[CH:25]=[CH:24][C:23]([F:26])=[C:22]([OH:27])[CH:21]=1.[CH3:28][NH:29][CH2:30][CH2:31][CH2:32][CH2:33][CH2:34][CH2:35][S:36]([CH2:39][CH2:40][CH2:41][C:42]([F:48])([F:47])[C:43]([F:46])([F:45])[F:44])(=[O:38])=[O:37]. (4) Given the product [CH3:14][O:13][C:9]1[C:8]([O:15][CH3:16])=[C:7]([O:17][CH3:18])[CH:6]=[C:5]2[C:10]=1[CH:11]=[CH:12][C:3]([CH:2]=[O:1])=[CH:4]2, predict the reactants needed to synthesize it. The reactants are: [OH:1][CH2:2][C:3]1[CH:12]=[CH:11][C:10]2[C:5](=[CH:6][C:7]([O:17][CH3:18])=[C:8]([O:15][CH3:16])[C:9]=2[O:13][CH3:14])[CH:4]=1.[Cr](O[Cr]([O-])(=O)=O)([O-])(=O)=O.[NH+]1C=CC=CC=1.[NH+]1C=CC=CC=1. (5) Given the product [ClH:15].[NH2:14][CH2:13][C:6]1([C:4]([OH:5])=[O:3])[CH2:8][CH:7]1[CH2:9][CH:10]([CH3:12])[CH3:11], predict the reactants needed to synthesize it. The reactants are: C([O:3][C:4]([C:6]1([CH2:13][NH2:14])[CH2:8][CH:7]1[CH2:9][CH:10]([CH3:12])[CH3:11])=[O:5])C.[ClH:15]. (6) Given the product [C:1]([O:5][C:6]([NH:8][C@H:9]1[CH2:14][CH2:13][CH2:12][CH2:11][C@H:10]1[NH:15][C:16]1[N:21]=[C:20]([C:42]2[S:41][C:40]3[CH:39]=[CH:38][CH:37]=[C:36]([F:35])[C:44]=3[CH:43]=2)[C:19]2[C:23](=[O:33])[N:24]([C:26]([O:28][C:29]([CH3:32])([CH3:31])[CH3:30])=[O:27])[CH2:25][C:18]=2[C:17]=1[F:34])=[O:7])([CH3:4])([CH3:3])[CH3:2], predict the reactants needed to synthesize it. The reactants are: [C:1]([O:5][C:6]([NH:8][C@H:9]1[CH2:14][CH2:13][CH2:12][CH2:11][C@H:10]1[NH:15][C:16]1[N:21]=[C:20](Cl)[C:19]2[C:23](=[O:33])[N:24]([C:26]([O:28][C:29]([CH3:32])([CH3:31])[CH3:30])=[O:27])[CH2:25][C:18]=2[C:17]=1[F:34])=[O:7])([CH3:4])([CH3:3])[CH3:2].[F:35][C:36]1[C:44]2[CH:43]=[C:42](B(O)O)[S:41][C:40]=2[CH:39]=[CH:38][CH:37]=1. (7) Given the product [CH:24]1([N:14]2[CH2:13][CH2:12][C:11]3[C:16](=[CH:17][CH:18]=[C:9]([NH:8][CH2:7][C:6]4[CH:5]=[CH:4][C:3]([O:2][CH3:1])=[CH:20][CH:19]=4)[CH:10]=3)[CH2:15]2)[CH2:26][CH2:25]1, predict the reactants needed to synthesize it. The reactants are: [CH3:1][O:2][C:3]1[CH:20]=[CH:19][C:6]([CH2:7][NH:8][C:9]2[CH:10]=[C:11]3[C:16](=[CH:17][CH:18]=2)[CH2:15][NH:14][CH2:13][CH2:12]3)=[CH:5][CH:4]=1.C(O[C:24]1(O[Si](C)(C)C)[CH2:26][CH2:25]1)C.CC(O)=O.[BH3-]C#N.[Na+]. (8) Given the product [Cl:1][C:2]1[CH:3]=[CH:4][C:5]([CH2:6][NH:7][C:8](=[O:9])[NH:10][N:11]([CH2:13][C:14]([NH:19][C@@H:20]([CH3:44])[C:21]([N:23]([C@@H:35]([CH3:43])[CH:36]([O:40][CH2:41][CH3:42])[O:37][CH2:38][CH3:39])[CH2:24][C:25]2[CH:26]=[CH:27][CH:28]=[C:29]3[C:34]=2[N:33]=[CH:32][CH:31]=[CH:30]3)=[O:22])=[O:16])[CH3:12])=[CH:17][CH:18]=1, predict the reactants needed to synthesize it. The reactants are: [Cl:1][C:2]1[CH:18]=[CH:17][C:5]([CH2:6][NH:7][C:8]([NH:10][N:11]([CH2:13][C:14]([OH:16])=O)[CH3:12])=[O:9])=[CH:4][CH:3]=1.[NH2:19][C@@H:20]([CH3:44])[C:21]([N:23]([C@@H:35]([CH3:43])[CH:36]([O:40][CH2:41][CH3:42])[O:37][CH2:38][CH3:39])[CH2:24][C:25]1[CH:26]=[CH:27][CH:28]=[C:29]2[C:34]=1[N:33]=[CH:32][CH:31]=[CH:30]2)=[O:22].